Dataset: Full USPTO retrosynthesis dataset with 1.9M reactions from patents (1976-2016). Task: Predict the reactants needed to synthesize the given product. Given the product [CH:11]([C:14]1[CH:15]=[CH:16][C:17]([CH:20]2[C:24]3[C:25]([CH3:43])=[C:26]([NH:31][CH2:32][CH2:33][C:34]4[CH:35]=[CH:36][C:37]([O:40][CH3:41])=[CH:38][CH:39]=4)[C:27]([CH3:30])=[C:28]([CH3:29])[C:23]=3[O:22][C:21]2([CH3:45])[CH3:44])=[CH:18][CH:19]=1)([CH3:13])[CH3:12], predict the reactants needed to synthesize it. The reactants are: [Cl-].[Al+3].[Cl-].[Cl-].[H-].[Al+3].[Li+].[H-].[H-].[H-].[CH:11]([C:14]1[CH:19]=[CH:18][C:17]([CH:20]2[C:24]3[C:25]([CH3:43])=[C:26]([NH:31][C:32](=O)[CH2:33][C:34]4[CH:39]=[CH:38][C:37]([O:40][CH3:41])=[CH:36][CH:35]=4)[C:27]([CH3:30])=[C:28]([CH3:29])[C:23]=3[O:22][C:21]2([CH3:45])[CH3:44])=[CH:16][CH:15]=1)([CH3:13])[CH3:12].[OH-].[Na+].